This data is from TCR-epitope binding with 47,182 pairs between 192 epitopes and 23,139 TCRs. The task is: Binary Classification. Given a T-cell receptor sequence (or CDR3 region) and an epitope sequence, predict whether binding occurs between them. (1) The epitope is FLPRVFSAV. The TCR CDR3 sequence is CASSQGGLETQYF. Result: 1 (the TCR binds to the epitope). (2) The epitope is YLNTLTLAV. The TCR CDR3 sequence is CASSQETGSYEQYF. Result: 0 (the TCR does not bind to the epitope).